Dataset: NCI-60 drug combinations with 297,098 pairs across 59 cell lines. Task: Regression. Given two drug SMILES strings and cell line genomic features, predict the synergy score measuring deviation from expected non-interaction effect. (1) Drug 1: CC12CCC(CC1=CCC3C2CCC4(C3CC=C4C5=CN=CC=C5)C)O. Drug 2: CN1C(=O)N2C=NC(=C2N=N1)C(=O)N. Cell line: HOP-92. Synergy scores: CSS=7.36, Synergy_ZIP=-2.51, Synergy_Bliss=-1.07, Synergy_Loewe=-0.118, Synergy_HSA=-0.449. (2) Drug 1: COC1=C(C=C2C(=C1)N=CN=C2NC3=CC(=C(C=C3)F)Cl)OCCCN4CCOCC4. Drug 2: CC1CCCC2(C(O2)CC(NC(=O)CC(C(C(=O)C(C1O)C)(C)C)O)C(=CC3=CSC(=N3)C)C)C. Cell line: UO-31. Synergy scores: CSS=24.8, Synergy_ZIP=-10.6, Synergy_Bliss=-3.84, Synergy_Loewe=-3.05, Synergy_HSA=-3.04. (3) Drug 1: C(=O)(N)NO. Drug 2: C1=CC=C(C(=C1)C(C2=CC=C(C=C2)Cl)C(Cl)Cl)Cl. Cell line: NCIH23. Synergy scores: CSS=-23.8, Synergy_ZIP=22.7, Synergy_Bliss=32.6, Synergy_Loewe=-4.37, Synergy_HSA=-0.0331.